Dataset: Reaction yield outcomes from USPTO patents with 853,638 reactions. Task: Predict the reaction yield, written as a fraction of the theoretical maximum amount of product (1.0 means a 100% yield; for example, 0.34 means a 34% yield). (1) The product is [C:1]([C:5]1[CH:9]=[C:8]([NH:10][C:11]([NH:13][C:14]2[CH:15]=[CH:16][C:17]([Cl:20])=[CH:18][CH:19]=2)=[O:12])[N:7]([C:21]2[CH:31]=[CH:30][CH:29]=[C:23]([C:35]([OH:45])([CH3:41])[CH3:36])[CH:22]=2)[N:6]=1)([CH3:4])([CH3:3])[CH3:2]. The yield is 0.810. The reactants are [C:1]([C:5]1[CH:9]=[C:8]([NH:10][C:11]([NH:13][C:14]2[CH:19]=[CH:18][C:17]([Cl:20])=[CH:16][CH:15]=2)=[O:12])[N:7]([C:21]2[CH:22]=[C:23]([CH:29]=[CH:30][CH:31]=2)C(OCC)=O)[N:6]=1)([CH3:4])([CH3:3])[CH3:2].C[Mg]Br.[C:35]1([CH3:41])C=CC=C[CH:36]=1.C1C[O:45]CC1. The catalyst is C1COCC1. (2) The reactants are C[O:2][C:3]([C:5]1[N:6]([CH2:11][C:12]([C:14]2[CH:19]=[CH:18][C:17]([O:20][CH3:21])=[CH:16][CH:15]=2)=O)[C:7]([Br:10])=[CH:8][CH:9]=1)=O.C([O-])(=O)C.[NH4+:26].O. The catalyst is C(O)(=O)C.O1CCOCC1. The product is [Br:10][C:7]1[N:6]2[CH:11]=[C:12]([C:14]3[CH:19]=[CH:18][C:17]([O:20][CH3:21])=[CH:16][CH:15]=3)[NH:26][C:3](=[O:2])[C:5]2=[CH:9][CH:8]=1. The yield is 0.550. (3) The reactants are [OH:1][C@@:2]1([CH3:16])[CH2:6][C:5](=[O:7])[N:4](C(OC(C)(C)C)=O)[C@H:3]1[CH3:15]. The catalyst is C(OCC)(=O)C.Cl. The product is [OH:1][C@:2]1([CH3:16])[C@H:3]([CH3:15])[NH:4][C:5](=[O:7])[CH2:6]1. The yield is 0.550. (4) The reactants are [CH:16]1C=[C:14]([NH2:17])[C:13](NC([C:11]2[CH:16]=C[C:14]([NH2:17])=[CH:13][CH:12]=2)=O)=[CH:12][CH:11]=1.Cl.[N:19]1([CH2:25][C:26](O)=O)[CH2:24][CH2:23][O:22][CH2:21][CH2:20]1.[OH2:29].O[N:31]1[C:35]2C=C[CH:38]=[CH:39][C:34]=2N=N1.Cl.C[N:42](C)[CH2:43][CH2:44][CH2:45][N:46]=[C:47]=[N:48][CH2:49][CH3:50].C(N(CC)CC)C. The catalyst is CN(C=O)C. The product is [CH3:38][C:39]1[C:45]([NH:46][C:47]2[O:29][C:50]([C:12]3[CH:11]=[CH:16][N:17]=[CH:14][CH:13]=3)=[CH:49][N:48]=2)=[CH:44][C:43]2[NH:42][C:26]([CH2:25][N:19]3[CH2:20][CH2:21][O:22][CH2:23][CH2:24]3)=[N:31][C:35]=2[CH:34]=1. The yield is 0.310. (5) The reactants are [CH2:1]([O:3][C:4]([C:6]1[C:11](Br)=[C:10]([NH2:13])[N:9]=[C:8]([CH:14]2[CH2:16][CH2:15]2)[N:7]=1)=[O:5])[CH3:2].[CH3:17][Sn](C)(C)C. The catalyst is ClCCCl.Cl[Pd](Cl)([P](C1C=CC=CC=1)(C1C=CC=CC=1)C1C=CC=CC=1)[P](C1C=CC=CC=1)(C1C=CC=CC=1)C1C=CC=CC=1. The product is [CH2:1]([O:3][C:4]([C:6]1[C:11]([CH3:17])=[C:10]([NH2:13])[N:9]=[C:8]([CH:14]2[CH2:16][CH2:15]2)[N:7]=1)=[O:5])[CH3:2]. The yield is 0.500. (6) The reactants are [F:1][C:2]1[CH:8]=[C:7]([F:9])[CH:6]=[CH:5][C:3]=1[NH2:4].C(N(CC)CC)C.Cl[C:18](=[O:24])[C:19]([O:21][CH2:22][CH3:23])=[O:20]. The catalyst is C1COCC1. The product is [F:1][C:2]1[CH:8]=[C:7]([F:9])[CH:6]=[CH:5][C:3]=1[NH:4][C:18](=[O:24])[C:19]([O:21][CH2:22][CH3:23])=[O:20]. The yield is 0.890. (7) The reactants are [CH2:1]([O:3][C:4]1[CH:8]=[C:7]([NH:9][C:10](=[O:18])[O:11][C:12]2[CH:17]=[CH:16][CH:15]=[CH:14][CH:13]=2)[N:6]([C:19]2[CH:24]=[CH:23][CH:22]=[CH:21][CH:20]=2)[N:5]=1)[CH3:2].CC1C=CC(S([O-])(=O)=O)=CC=1.[NH+]1C=CC=CC=1.[Cl:42]N1C(=O)CCC1=O. The catalyst is C(Cl)Cl. The product is [Cl:42][C:8]1[C:4]([O:3][CH2:1][CH3:2])=[N:5][N:6]([C:19]2[CH:24]=[CH:23][CH:22]=[CH:21][CH:20]=2)[C:7]=1[NH:9][C:10](=[O:18])[O:11][C:12]1[CH:17]=[CH:16][CH:15]=[CH:14][CH:13]=1. The yield is 0.750. (8) The reactants are [Cl:1][C:2]1[CH:7]=[C:6]([CH3:8])[C:5]([N+:9]([O-:11])=[O:10])=[CH:4][C:3]=1[N+:12]([O-:14])=[O:13].C[C:16]([N:18]([CH3:20])[CH3:19])=O.O. The catalyst is CN(C=O)C. The product is [Cl:1][C:2]1[C:3]([N+:12]([O-:14])=[O:13])=[CH:4][C:5]([N+:9]([O-:11])=[O:10])=[C:6](/[CH:8]=[CH:16]/[N:18]([CH3:20])[CH3:19])[CH:7]=1. The yield is 0.720. (9) The reactants are [F:1][CH:2]([F:20])[C:3]1[CH:4]=[C:5]([C:10]2[CH:15]=[C:14]([O:16][CH3:17])[C:13](I)=[CH:12][C:11]=2[F:19])[CH:6]=[C:7]([F:9])[CH:8]=1.[B:21](OC(C)C)([O:26]C(C)C)[O:22]C(C)C.C([Li])CCC.[OH-].[Na+]. The catalyst is C1COCC1. The product is [F:1][CH:2]([F:20])[C:3]1[CH:4]=[C:5]([C:10]2[CH:15]=[C:14]([O:16][CH3:17])[C:13]([B:21]([OH:26])[OH:22])=[CH:12][C:11]=2[F:19])[CH:6]=[C:7]([F:9])[CH:8]=1. The yield is 0.182.